Dataset: Full USPTO retrosynthesis dataset with 1.9M reactions from patents (1976-2016). Task: Predict the reactants needed to synthesize the given product. (1) Given the product [OH:8][C:6]([C:9]1[CH:14]=[CH:13][CH:12]=[CH:11][CH:10]=1)([CH3:7])[CH:16]([CH3:21])[C:17]([O:19][CH3:20])=[O:18], predict the reactants needed to synthesize it. The reactants are: C[Si](C)(C)Cl.[C:6]([C:9]1[CH:14]=[CH:13][CH:12]=[CH:11][CH:10]=1)(=[O:8])[CH3:7].Br[CH:16]([CH3:21])[C:17]([O:19][CH3:20])=[O:18].Cl. (2) Given the product [Br:1][C:2]1[CH:3]=[C:4](/[C:8](/[CH3:13])=[CH:9]/[C:10]([Cl:14])=[O:11])[CH:5]=[CH:6][CH:7]=1, predict the reactants needed to synthesize it. The reactants are: [Br:1][C:2]1[CH:3]=[C:4](/[C:8](/[CH3:13])=[CH:9]/[C:10](O)=[O:11])[CH:5]=[CH:6][CH:7]=1.[Cl-:14].CN(C=O)C. (3) Given the product [N:15]([CH2:2][C:3]([C:5]1[CH:14]=[CH:13][C:12]2[C:7](=[CH:8][CH:9]=[CH:10][CH:11]=2)[CH:6]=1)=[O:4])=[N+:16]=[N-:17], predict the reactants needed to synthesize it. The reactants are: Br[CH2:2][C:3]([C:5]1[CH:14]=[CH:13][C:12]2[C:7](=[CH:8][CH:9]=[CH:10][CH:11]=2)[CH:6]=1)=[O:4].[N-:15]=[N+:16]=[N-:17].[Na+].CCOC(C)=O. (4) Given the product [CH2:1]([O:8][CH2:9][N:10]1[C:14]([CH:31]([C:30]2[CH:33]=[CH:34][C:35]([N+:36]([O-:38])=[O:37])=[C:28]([O:27][CH2:20][C:21]3[CH:26]=[CH:25][CH:24]=[CH:23][CH:22]=3)[CH:29]=2)[OH:32])=[CH:13][CH:12]=[N:11]1)[C:2]1[CH:3]=[CH:4][CH:5]=[CH:6][CH:7]=1, predict the reactants needed to synthesize it. The reactants are: [CH2:1]([O:8][CH2:9][N:10]1[CH:14]=[CH:13][CH:12]=[N:11]1)[C:2]1[CH:7]=[CH:6][CH:5]=[CH:4][CH:3]=1.[Li]CCCC.[CH2:20]([O:27][C:28]1[CH:29]=[C:30]([CH:33]=[CH:34][C:35]=1[N+:36]([O-:38])=[O:37])[CH:31]=[O:32])[C:21]1[CH:26]=[CH:25][CH:24]=[CH:23][CH:22]=1. (5) Given the product [CH3:30][S:27]([C:20]1[C:21]([CH2:22][CH2:23][C:24]([OH:26])=[O:25])=[C:17](/[CH:15]=[C:8]2\[C:9](=[O:14])[NH:10][C:11]3[C:7]\2=[CH:6][C:5]([S:2]([CH3:1])(=[O:4])=[O:3])=[CH:13][CH:12]=3)[NH:18][C:19]=1[CH3:31])(=[O:29])=[O:28], predict the reactants needed to synthesize it. The reactants are: [CH3:1][S:2]([C:5]1[CH:6]=[C:7]2[C:11](=[CH:12][CH:13]=1)[NH:10][C:9](=[O:14])[CH2:8]2)(=[O:4])=[O:3].[CH:15]([C:17]1[NH:18][C:19]([CH3:31])=[C:20]([S:27]([CH3:30])(=[O:29])=[O:28])[C:21]=1[CH2:22][CH2:23][C:24]([OH:26])=[O:25])=O.N1CCCCC1. (6) The reactants are: COC1C=C(OC)C=CC=1C[N:6](CC1C=CC(OC)=CC=1OC)[C:7]([C:9]1[N:10]=[CH:11][C:12]([O:15][C:16]2[C:17]3[C:21]([CH:22]=[C:23]([C:25]([NH:27][C:28]4[CH:33]=[CH:32][C:31]([CH3:34])=[CH:30][N:29]=4)=[O:26])[CH:24]=2)=[N:20][N:19]([CH2:35][CH3:36])[CH:18]=3)=[N:13][CH:14]=1)=[O:8].C([SiH](CC)CC)C.FC(F)(F)C(O)=O. Given the product [C:7]([C:9]1[N:10]=[CH:11][C:12]([O:15][C:16]2[C:17]3[C:21]([CH:22]=[C:23]([C:25]([NH:27][C:28]4[CH:33]=[CH:32][C:31]([CH3:34])=[CH:30][N:29]=4)=[O:26])[CH:24]=2)=[N:20][N:19]([CH2:35][CH3:36])[CH:18]=3)=[N:13][CH:14]=1)(=[O:8])[NH2:6], predict the reactants needed to synthesize it.